Dataset: Full USPTO retrosynthesis dataset with 1.9M reactions from patents (1976-2016). Task: Predict the reactants needed to synthesize the given product. Given the product [Cl:8][C:5]1[N:4]=[CH:3][C:2]([C:11]2[CH:10]=[CH:9][C:18]3[C:13](=[CH:14][CH:15]=[CH:16][CH:17]=3)[CH:12]=2)=[CH:7][N:6]=1, predict the reactants needed to synthesize it. The reactants are: Br[C:2]1[CH:3]=[N:4][C:5]([Cl:8])=[N:6][CH:7]=1.[CH:9]1[C:18]2[C:13](=[CH:14][CH:15]=[CH:16][CH:17]=2)[CH:12]=[CH:11][C:10]=1B(O)O.[F-].[K+].